Dataset: Full USPTO retrosynthesis dataset with 1.9M reactions from patents (1976-2016). Task: Predict the reactants needed to synthesize the given product. (1) The reactants are: [NH2:1][C:2]1[CH:7]=[CH:6][C:5]([C:8]2[NH:9][C:10](=[O:24])[C:11]3[C:16]([CH:17]4[CH2:22][CH2:21][CH2:20][CH2:19][CH2:18]4)=[N:15][N:14]([CH3:23])[C:12]=3[N:13]=2)=[C:4]([O:25][CH3:26])[CH:3]=1.Cl[CH2:28][CH2:29][CH2:30][S:31](Cl)(=[O:33])=[O:32].C(=O)([O-])O.[Na+]. Given the product [CH:17]1([C:16]2[C:11]3[C:10](=[O:24])[NH:9][C:8]([C:5]4[CH:6]=[CH:7][C:2]([N:1]5[CH2:28][CH2:29][CH2:30][S:31]5(=[O:33])=[O:32])=[CH:3][C:4]=4[O:25][CH3:26])=[N:13][C:12]=3[N:14]([CH3:23])[N:15]=2)[CH2:22][CH2:21][CH2:20][CH2:19][CH2:18]1, predict the reactants needed to synthesize it. (2) Given the product [Br:14][C:9]1[C:10]2[C:5](=[CH:4][C:3]([O:2][CH3:1])=[CH:12][CH:11]=2)[CH:6]=[CH:7][C:8]=1[NH2:13], predict the reactants needed to synthesize it. The reactants are: [CH3:1][O:2][C:3]1[CH:4]=[C:5]2[C:10](=[CH:11][CH:12]=1)[CH:9]=[C:8]([NH2:13])[CH:7]=[CH:6]2.[Br:14]N1C(=O)CCC1=O. (3) Given the product [F:32][C:26]1[C:27]([F:31])=[CH:28][CH:29]=[CH:30][C:25]=1[CH2:24][S:23][C:10]1[N:11]=[C:12]([NH:14][S:15]([C:18]2[S:19][CH:20]=[CH:21][N:22]=2)(=[O:16])=[O:17])[CH:13]=[C:8]([O:7][C@H:5]([CH3:6])[CH2:4][OH:3])[N:9]=1, predict the reactants needed to synthesize it. The reactants are: C([O:3][C:4](=O)[C@H:5]([O:7][C:8]1[CH:13]=[C:12]([NH:14][S:15]([C:18]2[S:19][CH:20]=[CH:21][N:22]=2)(=[O:17])=[O:16])[N:11]=[C:10]([S:23][CH2:24][C:25]2[CH:30]=[CH:29][CH:28]=[C:27]([F:31])[C:26]=2[F:32])[N:9]=1)[CH3:6])C.[BH4-].[Li+]. (4) Given the product [CH2:3]([O:10][C:11]1[CH:16]=[CH:15][C:14]([CH:17]([OH:34])[CH2:18][N:19]([CH2:27][C:28]2[CH:29]=[CH:30][CH:31]=[CH:32][CH:33]=2)[CH2:20][C:21]2[CH:26]=[CH:25][CH:24]=[CH:23][CH:22]=2)=[CH:13][C:12]=1[NH:35][S:36]([CH3:39])(=[O:37])=[O:38])[C:4]1[CH:9]=[CH:8][CH:7]=[CH:6][CH:5]=1, predict the reactants needed to synthesize it. The reactants are: [BH4-].[Na+].[CH2:3]([O:10][C:11]1[CH:16]=[CH:15][C:14]([C:17](=[O:34])[CH2:18][N:19]([CH2:27][C:28]2[CH:33]=[CH:32][CH:31]=[CH:30][CH:29]=2)[CH2:20][C:21]2[CH:26]=[CH:25][CH:24]=[CH:23][CH:22]=2)=[CH:13][C:12]=1[NH:35][S:36]([CH3:39])(=[O:38])=[O:37])[C:4]1[CH:9]=[CH:8][CH:7]=[CH:6][CH:5]=1.C(Cl)Cl.